Task: Predict the product of the given reaction.. Dataset: Forward reaction prediction with 1.9M reactions from USPTO patents (1976-2016) The product is: [CH:1]1([C:7]2[S:23][C:10]3[N:11]=[C:12]([CH3:22])[N:13]=[C:14]([CH2:15][N:16]4[C:17]([CH3:20])([CH3:21])[CH2:18][O:19][C:29]4=[O:30])[C:9]=3[CH:8]=2)[CH2:2][CH2:3][CH2:4][CH2:5][CH2:6]1. Given the reactants [CH:1]1([C:7]2[S:23][C:10]3[N:11]=[C:12]([CH3:22])[N:13]=[C:14]([CH2:15][NH:16][C:17]([CH3:21])([CH3:20])[CH2:18][OH:19])[C:9]=3[CH:8]=2)[CH2:6][CH2:5][CH2:4][CH2:3][CH2:2]1.C1N=CN([C:29](N2C=NC=C2)=[O:30])C=1, predict the reaction product.